From a dataset of Forward reaction prediction with 1.9M reactions from USPTO patents (1976-2016). Predict the product of the given reaction. (1) Given the reactants CO[C:3](=[O:14])[C:4]1[CH:9]=[CH:8][C:7]([O:10][CH:11]([CH3:13])[CH3:12])=[CH:6][CH:5]=1.[H-].[Na+].[CH3:17][C:18]#[N:19].Cl, predict the reaction product. The product is: [CH:11]([O:10][C:7]1[CH:6]=[CH:5][C:4]([C:3](=[O:14])[CH2:17][C:18]#[N:19])=[CH:9][CH:8]=1)([CH3:12])[CH3:13]. (2) Given the reactants [N:1]1([C:7]2[CH:12]=[CH:11][C:10]([N+:13]([O-])=O)=[CH:9][C:8]=2[CH2:16][OH:17])[CH2:6][CH2:5][O:4][CH2:3][CH2:2]1.C([O-])=O.[NH4+], predict the reaction product. The product is: [NH2:13][C:10]1[CH:11]=[CH:12][C:7]([N:1]2[CH2:6][CH2:5][O:4][CH2:3][CH2:2]2)=[C:8]([CH2:16][OH:17])[CH:9]=1.